This data is from Full USPTO retrosynthesis dataset with 1.9M reactions from patents (1976-2016). The task is: Predict the reactants needed to synthesize the given product. (1) Given the product [CH2:1]([O:3][C:4]([C:6]1[C:10]([CH3:11])=[C:9]([C:18]2[CH:19]=[CH:20][C:15]([C:13]#[N:14])=[CH:16][CH:17]=2)[O:8][N:7]=1)=[O:5])[CH3:2], predict the reactants needed to synthesize it. The reactants are: [CH2:1]([O:3][C:4]([C:6]1[C:10]([CH3:11])=[C:9](Br)[O:8][N:7]=1)=[O:5])[CH3:2].[C:13]([C:15]1[CH:20]=[CH:19][C:18](B(O)O)=[CH:17][CH:16]=1)#[N:14]. (2) Given the product [Cl:1][C:2]1[CH:3]=[C:4]([NH:10][C:11](=[O:12])[CH2:13][CH:14]([CH3:19])[CH2:15][C:16]([NH:47][C:48]2[N:63]=[CH:62][C:51]3[N:52]([CH2:60][CH3:61])[C:53](=[O:59])[N:54]([CH2:57][CH3:58])[C:55](=[O:56])[C:50]=3[CH:49]=2)=[O:18])[CH:5]=[CH:6][C:7]=1[C:8]#[N:9], predict the reactants needed to synthesize it. The reactants are: [Cl:1][C:2]1[CH:3]=[C:4]([NH:10][C:11]([CH2:13][CH:14]([CH3:19])[CH2:15][C:16]([OH:18])=O)=[O:12])[CH:5]=[CH:6][C:7]=1[C:8]#[N:9].CCN(C(C)C)C(C)C.C(P1(=O)OP(CCC)(=O)OP(CCC)(=O)O1)CC.[NH2:47][C:48]1[N:63]=[CH:62][C:51]2[N:52]([CH2:60][CH3:61])[C:53](=[O:59])[N:54]([CH2:57][CH3:58])[C:55](=[O:56])[C:50]=2[CH:49]=1. (3) Given the product [N+:1]([C:4]1[CH:12]=[CH:11][C:7]2[C:8](=[O:10])[C:16]3[CH:17]=[CH:18][CH:19]=[CH:20][C:15]=3[O:14][CH2:13][C:6]=2[CH:5]=1)([O-:3])=[O:2], predict the reactants needed to synthesize it. The reactants are: [N+:1]([C:4]1[CH:12]=[CH:11][C:7]([C:8]([OH:10])=O)=[C:6]([CH2:13][O:14][C:15]2[CH:20]=[CH:19][CH:18]=[CH:17][CH:16]=2)[CH:5]=1)([O-:3])=[O:2]. (4) Given the product [C:30]([C:27]1[CH:26]=[CH:25][C:24]([CH2:23][C@@H:22]([NH:21][C:19](=[O:20])[O:18][C:14]([CH3:17])([CH3:16])[CH3:15])[C:34]([N:71]2[CH2:72][CH2:73][CH:68]([N:59]3[N:58]=[C:57]([C:8]4[CH:9]=[CH:10][C:11]([O:76][CH3:75])=[C:12]([O:102][CH3:101])[CH:13]=4)[C@@H:66]4[C@@H:61]([CH2:62][CH2:63][CH2:64][CH2:65]4)[C:60]3=[O:67])[CH2:69][CH2:70]2)=[O:36])=[CH:29][CH:28]=1)([CH3:32])([CH3:31])[CH3:33], predict the reactants needed to synthesize it. The reactants are: C1([NH2+][CH:8]2[CH2:13][CH2:12][CH2:11][CH2:10][CH2:9]2)CCCCC1.[C:14]([O:18][C:19]([NH:21][C@@H:22]([C:34]([O-:36])=O)[CH2:23][C:24]1[CH:29]=[CH:28][C:27]([C:30]([CH3:33])([CH3:32])[CH3:31])=[CH:26][CH:25]=1)=[O:20])([CH3:17])([CH3:16])[CH3:15].CCN(C(C)C)C(C)C.Cl.COC1C=C([C:57]2[C@@H:66]3[C@@H:61]([CH2:62][CH2:63][CH2:64][CH2:65]3)[C:60](=[O:67])[N:59]([CH:68]3[CH2:73][CH2:72][NH:71][CH2:70][CH2:69]3)[N:58]=2)C=CC=1OC.C[CH2:75][O:76]C(C(C#N)=NOC(N1CCOCC1)=[N+](C)C)=O.F[P-](F)(F)(F)(F)F.[C:101](=O)(O)[O-:102].[Na+]. (5) Given the product [F:15][C:16]1[CH:21]=[CH:20][C:19]([C:2]2[CH:11]=[C:10]([C:12]([OH:14])=[O:13])[C:9]3[C:4](=[CH:5][CH:6]=[CH:7][CH:8]=3)[N:3]=2)=[CH:18][CH:17]=1, predict the reactants needed to synthesize it. The reactants are: Cl[C:2]1[CH:11]=[C:10]([C:12]([OH:14])=[O:13])[C:9]2[C:4](=[CH:5][CH:6]=[CH:7][CH:8]=2)[N:3]=1.[F:15][C:16]1[CH:21]=[CH:20][C:19](B(O)O)=[CH:18][CH:17]=1.CN1CCN(C2N=CC=CC=2B2OC(C)(C)C(C)(C)O2)CC1.CN1CCN(C2N=CC(C3C=C(C(O)=O)C4C(=CC=CC=4)N=3)=CC=2)CC1.